From a dataset of Reaction yield outcomes from USPTO patents with 853,638 reactions. Predict the reaction yield, written as a fraction of the theoretical maximum amount of product (1.0 means a 100% yield; for example, 0.34 means a 34% yield). The reactants are [F:1][C:2]1[CH:7]=[C:6]([O:8][CH3:9])[CH:5]=[C:4]([F:10])[C:3]=1[C:11]1[N:16]=[C:15]([C:17]([O:19]C)=[O:18])[CH:14]=[CH:13][C:12]=1[F:21].[Li+].[OH-]. The catalyst is C1COCC1.CO. The product is [F:1][C:2]1[CH:7]=[C:6]([O:8][CH3:9])[CH:5]=[C:4]([F:10])[C:3]=1[C:11]1[N:16]=[C:15]([C:17]([OH:19])=[O:18])[CH:14]=[CH:13][C:12]=1[F:21]. The yield is 0.840.